This data is from Catalyst prediction with 721,799 reactions and 888 catalyst types from USPTO. The task is: Predict which catalyst facilitates the given reaction. (1) Reactant: [N+:1]([C:4]1[CH:9]=[CH:8][C:7]([N:10]2[CH2:15][CH2:14][NH:13][CH2:12][CH2:11]2)=[CH:6][C:5]=1[NH:16][C:17]1[CH:22]=[CH:21][CH:20]=[CH:19][CH:18]=1)([O-:3])=[O:2].[CH2:23](Br)[C:24]1[CH:29]=[CH:28][CH:27]=[CH:26][CH:25]=1.C(N(CC)CC)C. Product: [CH2:23]([N:13]1[CH2:14][CH2:15][N:10]([C:7]2[CH:8]=[CH:9][C:4]([N+:1]([O-:3])=[O:2])=[C:5]([NH:16][C:17]3[CH:22]=[CH:21][CH:20]=[CH:19][CH:18]=3)[CH:6]=2)[CH2:11][CH2:12]1)[C:24]1[CH:29]=[CH:28][CH:27]=[CH:26][CH:25]=1. The catalyst class is: 4. (2) Reactant: [CH3:1][O:2][C:3]1[C:4]([NH:14][S:15]([C:18]2[CH:23]=[CH:22][C:21]([N+:24]([O-:26])=[O:25])=[CH:20][CH:19]=2)(=[O:17])=[O:16])=[CH:5][C:6]2[CH2:12][CH2:11][NH:10][CH2:9][CH2:8][C:7]=2[CH:13]=1.[CH3:27]CN(CC)CC.C=O.[BH-](OC(C)=O)(OC(C)=O)OC(C)=O.[Na+]. Product: [CH3:1][O:2][C:3]1[C:4]([NH:14][S:15]([C:18]2[CH:23]=[CH:22][C:21]([N+:24]([O-:26])=[O:25])=[CH:20][CH:19]=2)(=[O:17])=[O:16])=[CH:5][C:6]2[CH2:12][CH2:11][N:10]([CH3:27])[CH2:9][CH2:8][C:7]=2[CH:13]=1. The catalyst class is: 417.